Dataset: Full USPTO retrosynthesis dataset with 1.9M reactions from patents (1976-2016). Task: Predict the reactants needed to synthesize the given product. Given the product [CH2:34]([O:33][C:31](=[O:32])[C:30]1[CH:36]=[CH:37][C:27]([NH:26][C:23]([C:4]2[CH:3]=[C:2]([Cl:1])[C:10]3[O:9][CH2:8][N:7]([S:11]([C:14]4[CH:19]=[C:18]([Cl:20])[CH:17]=[CH:16][C:15]=4[O:21][CH3:22])(=[O:13])=[O:12])[C:6]=3[CH:5]=2)=[O:25])=[CH:28][CH:29]=1)[CH3:35], predict the reactants needed to synthesize it. The reactants are: [Cl:1][C:2]1[C:10]2[O:9][CH2:8][N:7]([S:11]([C:14]3[CH:19]=[C:18]([Cl:20])[CH:17]=[CH:16][C:15]=3[O:21][CH3:22])(=[O:13])=[O:12])[C:6]=2[CH:5]=[C:4]([C:23]([OH:25])=O)[CH:3]=1.[NH2:26][C:27]1[CH:37]=[CH:36][C:30]([C:31]([O:33][CH2:34][CH3:35])=[O:32])=[CH:29][CH:28]=1.